This data is from Full USPTO retrosynthesis dataset with 1.9M reactions from patents (1976-2016). The task is: Predict the reactants needed to synthesize the given product. (1) Given the product [C:1]([O:5][C:6]([N:8]1[C:16]2[C:11](=[N:12][CH:13]=[C:14]([CH2:26][C:25]3[CH:28]=[CH:29][C:30]([F:32])=[CH:31][C:24]=3[F:23])[CH:15]=2)[C:10]([CH3:19])([CH3:18])[CH2:9]1)=[O:7])([CH3:4])([CH3:3])[CH3:2], predict the reactants needed to synthesize it. The reactants are: [C:1]([O:5][C:6]([N:8]1[C:16]2[C:11](=[N:12][CH:13]=[C:14](Br)[CH:15]=2)[C:10]([CH3:19])([CH3:18])[CH2:9]1)=[O:7])([CH3:4])([CH3:3])[CH3:2].[Br-].[Li+].[Br-].[F:23][C:24]1[CH:31]=[C:30]([F:32])[CH:29]=[CH:28][C:25]=1[CH2:26][Zn+].C(O)(=O)CC(CC(O)=O)(C(O)=O)O. (2) The reactants are: Br[C:2]1[CH:3]=[C:4]([CH:13]=[C:14]([F:16])[CH:15]=1)[NH:5][CH2:6][CH2:7][N:8]1[CH2:12][CH2:11][CH2:10][CH2:9]1.[CH3:17][C:18]1([CH3:34])[C:22]([CH3:24])([CH3:23])[O:21][B:20]([B:20]2[O:21][C:22]([CH3:24])([CH3:23])[C:18]([CH3:34])([CH3:17])[O:19]2)[O:19]1.CC([O-])=O.[K+]. Given the product [F:16][C:14]1[CH:13]=[C:4]([CH:3]=[C:2]([B:20]2[O:21][C:22]([CH3:24])([CH3:23])[C:18]([CH3:34])([CH3:17])[O:19]2)[CH:15]=1)[NH:5][CH2:6][CH2:7][N:8]1[CH2:12][CH2:11][CH2:10][CH2:9]1, predict the reactants needed to synthesize it. (3) The reactants are: [Cl:1][S:2]([OH:5])(=O)=[O:3].[CH2:6]([O:8][C:9]1[CH:17]=[C:16]([CH2:18][CH3:19])[CH:15]=[CH:14][C:10]=1[C:11]([OH:13])=[O:12])[CH3:7]. Given the product [Cl:1][S:2]([C:15]1[C:16]([CH2:18][CH3:19])=[CH:17][C:9]([O:8][CH2:6][CH3:7])=[C:10]([CH:14]=1)[C:11]([OH:13])=[O:12])(=[O:5])=[O:3], predict the reactants needed to synthesize it. (4) Given the product [CH3:22][O:21][C:16]1[C:17]([O:19][CH3:20])=[CH:18][C:13]2[N:12]([CH3:23])[C:11](=[O:24])[CH2:10][N:9]=[C:8]([C:4]3[CH:3]=[C:2]([C:40]4[CH:41]=[CH:42][C:37]([C:35]#[N:36])=[CH:38][CH:39]=4)[CH:7]=[CH:6][CH:5]=3)[C:14]=2[CH:15]=1, predict the reactants needed to synthesize it. The reactants are: Br[C:2]1[CH:3]=[C:4]([C:8]2[C:14]3[CH:15]=[C:16]([O:21][CH3:22])[C:17]([O:19][CH3:20])=[CH:18][C:13]=3[N:12]([CH3:23])[C:11](=[O:24])[CH2:10][N:9]=2)[CH:5]=[CH:6][CH:7]=1.ClC1C=C(B(O)O)C=CC=1.[C:35]([C:37]1[CH:42]=[CH:41][C:40](B(O)O)=[CH:39][CH:38]=1)#[N:36]. (5) Given the product [OH:1][CH2:2][CH2:3][S:4][C:5]1[CH:6]=[C:7]([CH:10]=[CH:11][CH:12]=1)[CH2:8][N:38]1[CH2:39][CH2:40][C:34]2([O:33][CH2:32][CH2:31][N:30]([C:28]([C:26]3[N:27]=[C:23]([CH:20]([CH3:21])[CH3:22])[S:24][CH:25]=3)=[O:29])[CH2:35]2)[CH2:36][CH2:37]1, predict the reactants needed to synthesize it. The reactants are: [OH:1][CH2:2][CH2:3][S:4][C:5]1[CH:6]=[C:7]([CH:10]=[CH:11][CH:12]=1)[CH:8]=O.FC(F)(F)C(O)=O.[CH:20]([C:23]1[S:24][CH:25]=[C:26]([C:28]([N:30]2[CH2:35][C:34]3([CH2:40][CH2:39][NH:38][CH2:37][CH2:36]3)[O:33][CH2:32][CH2:31]2)=[O:29])[N:27]=1)([CH3:22])[CH3:21].C(O[BH-](OC(=O)C)OC(=O)C)(=O)C.[Na+].C(=O)(O)[O-].[Na+].